This data is from Catalyst prediction with 721,799 reactions and 888 catalyst types from USPTO. The task is: Predict which catalyst facilitates the given reaction. (1) The catalyst class is: 8. Reactant: [Cl:1][C:2]1[C:3]2[CH2:10][C:9](=[O:11])[NH:8][C:4]=2[N:5]=[CH:6][N:7]=1.[CH3:12][C:13]1[C:17]([CH2:18][CH2:19][CH2:20][N:21]2[CH2:26][CH2:25][O:24][CH2:23][CH2:22]2)=[C:16]([CH3:27])[NH:15][C:14]=1[CH:28]=O.N1CCCCC1. Product: [Cl:1][C:2]1[C:3]2[C:10](=[CH:28][C:14]3[NH:15][C:16]([CH3:27])=[C:17]([CH2:18][CH2:19][CH2:20][N:21]4[CH2:22][CH2:23][O:24][CH2:25][CH2:26]4)[C:13]=3[CH3:12])[C:9](=[O:11])[NH:8][C:4]=2[N:5]=[CH:6][N:7]=1. (2) Reactant: [C:1]([NH:4][C:5]1[CH:10]=[C:9]([C:11]#[C:12][C:13]2[C:18]([NH:19]C(=O)C(F)(F)F)=[CH:17][C:16]([CH3:26])=[CH:15][N:14]=2)[CH:8]=[CH:7][N:6]=1)(=[O:3])[CH3:2].I[C:28]1[CH:29]=[CH:30][C:31]([O:34][CH3:35])=[N:32][CH:33]=1.C(O)(C(F)(F)F)=O. Product: [CH3:35][O:34][C:31]1[N:32]=[CH:33][C:28]([C:12]2[C:13]3=[N:14][CH:15]=[C:16]([CH3:26])[CH:17]=[C:18]3[NH:19][C:11]=2[C:9]2[CH:8]=[CH:7][N:6]=[C:5]([NH:4][C:1](=[O:3])[CH3:2])[CH:10]=2)=[CH:29][CH:30]=1. The catalyst class is: 192. (3) Reactant: [CH3:1][O:2][C:3]1[N:11]([CH3:12])[C:10]2[C:9](=[O:13])[NH:8][C:7](=[O:14])[N:6]([CH2:15][CH2:16][CH3:17])[C:5]=2[N:4]=1.C(=O)([O-])[O-].[Cs+].[Cs+].[Cl:24][C:25]1[CH:32]=[CH:31][C:28]([CH2:29]Br)=[CH:27][CH:26]=1.CCOC(C)=O. Product: [Cl:24][C:25]1[CH:32]=[CH:31][C:28]([CH2:29][N:8]2[C:9](=[O:13])[C:10]3[N:11]([CH3:12])[C:3]([O:2][CH3:1])=[N:4][C:5]=3[N:6]([CH2:15][CH2:16][CH3:17])[C:7]2=[O:14])=[CH:27][CH:26]=1. The catalyst class is: 589.